From a dataset of NCI-60 drug combinations with 297,098 pairs across 59 cell lines. Regression. Given two drug SMILES strings and cell line genomic features, predict the synergy score measuring deviation from expected non-interaction effect. (1) Drug 1: CN1C(=O)N2C=NC(=C2N=N1)C(=O)N. Drug 2: CCN(CC)CCCC(C)NC1=C2C=C(C=CC2=NC3=C1C=CC(=C3)Cl)OC. Cell line: MOLT-4. Synergy scores: CSS=40.7, Synergy_ZIP=0.369, Synergy_Bliss=-0.0246, Synergy_Loewe=-47.5, Synergy_HSA=-1.71. (2) Drug 1: C1=CN(C(=O)N=C1N)C2C(C(C(O2)CO)O)O.Cl. Drug 2: C1=NC2=C(N=C(N=C2N1C3C(C(C(O3)CO)O)F)Cl)N. Cell line: A549. Synergy scores: CSS=36.0, Synergy_ZIP=-5.96, Synergy_Bliss=-2.33, Synergy_Loewe=-9.70, Synergy_HSA=-2.51. (3) Drug 1: COC1=NC(=NC2=C1N=CN2C3C(C(C(O3)CO)O)O)N. Drug 2: C1CN1C2=NC(=NC(=N2)N3CC3)N4CC4. Cell line: BT-549. Synergy scores: CSS=19.8, Synergy_ZIP=2.12, Synergy_Bliss=3.25, Synergy_Loewe=-5.47, Synergy_HSA=3.23. (4) Drug 1: CCCCC(=O)OCC(=O)C1(CC(C2=C(C1)C(=C3C(=C2O)C(=O)C4=C(C3=O)C=CC=C4OC)O)OC5CC(C(C(O5)C)O)NC(=O)C(F)(F)F)O. Drug 2: C#CCC(CC1=CN=C2C(=N1)C(=NC(=N2)N)N)C3=CC=C(C=C3)C(=O)NC(CCC(=O)O)C(=O)O. Cell line: HL-60(TB). Synergy scores: CSS=48.5, Synergy_ZIP=-3.67, Synergy_Bliss=-5.02, Synergy_Loewe=-7.62, Synergy_HSA=-3.24. (5) Drug 1: C1=CC(=CC=C1CCCC(=O)O)N(CCCl)CCCl. Drug 2: C1C(C(OC1N2C=NC3=C2NC=NCC3O)CO)O. Cell line: K-562. Synergy scores: CSS=5.40, Synergy_ZIP=-5.13, Synergy_Bliss=-3.13, Synergy_Loewe=-9.31, Synergy_HSA=-2.99. (6) Drug 1: C1=CC(=CC=C1C#N)C(C2=CC=C(C=C2)C#N)N3C=NC=N3. Drug 2: C1=NC(=NC(=O)N1C2C(C(C(O2)CO)O)O)N. Cell line: NCI-H460. Synergy scores: CSS=62.7, Synergy_ZIP=-0.0363, Synergy_Bliss=0.453, Synergy_Loewe=-7.05, Synergy_HSA=-1.74.